From a dataset of Full USPTO retrosynthesis dataset with 1.9M reactions from patents (1976-2016). Predict the reactants needed to synthesize the given product. Given the product [Br:9][C:10]1[CH:11]=[C:12]([CH:18]([NH:6][CH:4]([CH3:5])[CH:3]([O:7][CH3:8])[O:2][CH3:1])[CH3:19])[CH:13]=[CH:14][C:15]=1[O:16][CH3:17], predict the reactants needed to synthesize it. The reactants are: [CH3:1][O:2][CH:3]([O:7][CH3:8])[CH:4]([NH2:6])[CH3:5].[Br:9][C:10]1[CH:11]=[C:12]([C:18](=O)[CH3:19])[CH:13]=[CH:14][C:15]=1[O:16][CH3:17].[BH4-].[Na+].[OH-].[NH4+].